Dataset: Catalyst prediction with 721,799 reactions and 888 catalyst types from USPTO. Task: Predict which catalyst facilitates the given reaction. (1) Reactant: [ClH:1].[CH3:2][S:3]([CH:6]1[CH2:11][CH2:10][NH:9][CH2:8][CH2:7]1)(=[O:5])=[O:4].Br[CH2:13][CH2:14]O.C(=O)([O-])[O-].[K+].[K+]. Product: [Cl:1][CH2:13][CH2:14][N:9]1[CH2:10][CH2:11][CH:6]([S:3]([CH3:2])(=[O:5])=[O:4])[CH2:7][CH2:8]1. The catalyst class is: 10. (2) Reactant: [F:1][C:2]([F:40])([F:39])[C:3]1[CH:38]=[CH:37][C:6]([O:7][C:8]2[N:12]([CH2:13][C:14]3[N:15]=[CH:16][O:17][CH:18]=3)[N:11]=[C:10]([C:19]3[CH:20]=[C:21]([C:25]4([NH:29]C(=O)OC(C)(C)C)[CH2:28][O:27][CH2:26]4)[CH:22]=[CH:23][CH:24]=3)[CH:9]=2)=[CH:5][CH:4]=1.C(O)(C(F)(F)F)=O. Product: [O:17]1[CH:18]=[C:14]([CH2:13][N:12]2[C:8]([O:7][C:6]3[CH:37]=[CH:38][C:3]([C:2]([F:1])([F:39])[F:40])=[CH:4][CH:5]=3)=[CH:9][C:10]([C:19]3[CH:20]=[C:21]([C:25]4([NH2:29])[CH2:28][O:27][CH2:26]4)[CH:22]=[CH:23][CH:24]=3)=[N:11]2)[N:15]=[CH:16]1. The catalyst class is: 2. (3) Reactant: [CH3:1][O:2][C:3](=[O:24])[C:4]1[CH:9]=[C:8]([C:10]2[CH:15]=[CH:14][C:13]([CH3:16])=[CH:12][N:11]=2)[CH:7]=[C:6]([N:17]=[C:18](Cl)[C:19]([F:22])([F:21])[CH3:20])[CH:5]=1.[N-:25]=[N+:26]=[N-:27].[Na+]. Product: [CH3:1][O:2][C:3](=[O:24])[C:4]1[CH:9]=[C:8]([C:10]2[CH:15]=[CH:14][C:13]([CH3:16])=[CH:12][N:11]=2)[CH:7]=[C:6]([N:17]2[C:18]([C:19]([F:22])([F:21])[CH3:20])=[N:27][N:26]=[N:25]2)[CH:5]=1. The catalyst class is: 10. (4) Reactant: [H-].[Na+].C(OP([CH:11]([CH3:17])[C:12]([O:14][CH2:15][CH3:16])=[O:13])(OCC)=O)C.[CH2:18]([N:22]([CH2:34][CH:35]([CH3:37])[CH3:36])[C:23]1[CH:30]=[CH:29][C:26]([CH:27]=O)=[CH:25][C:24]=1[N+:31]([O-:33])=[O:32])[CH:19]([CH3:21])[CH3:20]. Product: [CH2:18]([N:22]([CH2:34][CH:35]([CH3:37])[CH3:36])[C:23]1[CH:30]=[CH:29][C:26](/[CH:27]=[C:11](\[CH3:17])/[C:12]([O:14][CH2:15][CH3:16])=[O:13])=[CH:25][C:24]=1[N+:31]([O-:33])=[O:32])[CH:19]([CH3:21])[CH3:20]. The catalyst class is: 387. (5) Reactant: [CH3:1][C:2]1([CH2:14][C:15]([O:17]C(C)(C)C)=[O:16])[C:6](=[O:7])[N:5]([CH2:8][C:9]([F:12])([F:11])[F:10])[C:4](=[O:13])[NH:3]1.C(O)(C(F)(F)F)=O. Product: [CH3:1][C:2]1([CH2:14][C:15]([OH:17])=[O:16])[C:6](=[O:7])[N:5]([CH2:8][C:9]([F:11])([F:10])[F:12])[C:4](=[O:13])[NH:3]1. The catalyst class is: 2. (6) Reactant: C([O:3][C:4](=O)[CH:5]([C:14]1[CH:19]=[CH:18][CH:17]=[CH:16][CH:15]=1)[C:6](=O)[C:7]1[CH:12]=[CH:11][CH:10]=[CH:9][CH:8]=1)C.C(O)(=O)C1(CCC(C(O)=O)C1(C)C)C.[NH2:35][NH2:36]. Product: [C:14]1([C:5]2[C:4](=[O:3])[NH:35][NH:36][C:6]=2[C:7]2[CH:12]=[CH:11][CH:10]=[CH:9][CH:8]=2)[CH:19]=[CH:18][CH:17]=[CH:16][CH:15]=1. The catalyst class is: 8. (7) Reactant: [OH:1][C:2]1[CH:7]=[CH:6][C:5]([CH2:8][C:9]([OH:11])=O)=[CH:4][CH:3]=1.CN(C(ON1N=NC2C=CC=NC1=2)=[N+](C)C)C.F[P-](F)(F)(F)(F)F.[Cl:36][C:37]1[CH:42]=[CH:41][C:40]([CH:43]([NH2:48])[CH2:44][CH:45]([CH3:47])[CH3:46])=[C:39]([CH3:49])[CH:38]=1.CN1CCOCC1. Product: [Cl:36][C:37]1[CH:42]=[CH:41][C:40]([CH:43]([NH:48][C:9](=[O:11])[CH2:8][C:5]2[CH:4]=[CH:3][C:2]([OH:1])=[CH:7][CH:6]=2)[CH2:44][CH:45]([CH3:47])[CH3:46])=[C:39]([CH3:49])[CH:38]=1. The catalyst class is: 31. (8) Reactant: [N+:1]([C:4]1[C:5]([CH3:19])=[C:6]2[C:11](=[C:12]([CH3:15])[C:13]=1[CH3:14])[O:10][C:9]([CH:17]=[O:18])([CH3:16])[CH2:8][CH2:7]2)([O-:3])=[O:2].CC(=CC)C.Cl([O-])=[O:26].[Na+].O.O.P([O-])(O)(O)=O.[Na+]. Product: [N+:1]([C:4]1[C:5]([CH3:19])=[C:6]2[C:11](=[C:12]([CH3:15])[C:13]=1[CH3:14])[O:10][C:9]([CH3:16])([C:17]([OH:26])=[O:18])[CH2:8][CH2:7]2)([O-:3])=[O:2]. The catalyst class is: 371. (9) Reactant: [F:1][C:2]1[C:30]([NH:31][S:32]([CH2:35][CH2:36][CH3:37])(=[O:34])=[O:33])=[CH:29][CH:28]=[C:27]([F:38])[C:3]=1[C:4]([NH:6][C:7]1[CH:8]=[C:9]2[C:15]([O:16][CH3:17])=[N:14][N:13](CC3C=CC(OC)=CC=3)[C:10]2=[N:11][CH:12]=1)=[O:5]. Product: [F:1][C:2]1[C:30]([NH:31][S:32]([CH2:35][CH2:36][CH3:37])(=[O:34])=[O:33])=[CH:29][CH:28]=[C:27]([F:38])[C:3]=1[C:4]([NH:6][C:7]1[CH:8]=[C:9]2[C:15]([O:16][CH3:17])=[N:14][NH:13][C:10]2=[N:11][CH:12]=1)=[O:5]. The catalyst class is: 67. (10) Reactant: C([O:3][C:4](=[O:37])[CH2:5][O:6][C:7]1[CH:12]=[CH:11][C:10]([S:13]([N:16]2[CH2:25][C:24]([CH3:27])([CH3:26])[C:23]3[C:18](=[CH:19][C:20]([C:28]4[CH:33]=[CH:32][C:31]([F:34])=[CH:30][CH:29]=4)=[CH:21][CH:22]=3)[CH:17]2[CH3:35])(=[O:15])=[O:14])=[CH:9][C:8]=1[CH3:36])C.[OH-].[Na+]. Product: [CH3:36][C:8]1[CH:9]=[C:10]([S:13]([N:16]2[CH2:25][C:24]([CH3:27])([CH3:26])[C:23]3[C:18](=[CH:19][C:20]([C:28]4[CH:33]=[CH:32][C:31]([F:34])=[CH:30][CH:29]=4)=[CH:21][CH:22]=3)[CH:17]2[CH3:35])(=[O:15])=[O:14])[CH:11]=[CH:12][C:7]=1[O:6][CH2:5][C:4]([OH:37])=[O:3]. The catalyst class is: 8.